This data is from Full USPTO retrosynthesis dataset with 1.9M reactions from patents (1976-2016). The task is: Predict the reactants needed to synthesize the given product. (1) Given the product [NH2:11][C:7]1[CH:6]=[C:5]2[C:10]([C:2]([CH3:24])([CH3:1])[C:3](=[O:23])[N:4]2[CH2:14][CH2:15][CH2:16][N:17]2[CH2:22][CH2:21][O:20][CH2:19][CH2:18]2)=[CH:9][CH:8]=1, predict the reactants needed to synthesize it. The reactants are: [CH3:1][C:2]1([CH3:24])[C:10]2[C:5](=[CH:6][C:7]([N+:11]([O-])=O)=[CH:8][CH:9]=2)[N:4]([CH2:14][CH2:15][CH2:16][N:17]2[CH2:22][CH2:21][O:20][CH2:19][CH2:18]2)[C:3]1=[O:23]. (2) Given the product [F:8][C:6]1[CH:5]=[C:4]([C@H:9]2[N:14]([CH2:15][C:16]([NH:17][C:18]3[CH:19]=[C:20]4[CH2:35][C:25]5([C:33]6[C:28](=[N:29][CH:30]=[CH:31][CH:32]=6)[NH:27][C:26]5=[O:34])[CH2:24][C:21]4=[N:22][CH:23]=3)=[O:36])[C:13](=[O:37])[C:12]3([CH2:38][O:39][CH2:40][CH2:41][O:42][CH2:43]3)[NH:11][CH2:10]2)[CH:3]=[C:2]([F:1])[CH:7]=1, predict the reactants needed to synthesize it. The reactants are: [F:1][C:2]1[CH:3]=[C:4]([C@H:9]2[N:14]([CH2:15][C:16](=[O:36])[NH:17][C:18]3[CH:19]=[C:20]4[CH2:35][C:25]5([C:33]6[C:28](=[N:29][CH:30]=[CH:31][CH:32]=6)[NH:27][C:26]5=[O:34])[CH2:24][C:21]4=[N:22][CH:23]=3)[C:13](=[O:37])[C:12]3([CH2:43][O:42][CH2:41][CH2:40][O:39][CH2:38]3)[N:11](C(OC(C)(C)C)=O)[CH2:10]2)[CH:5]=[C:6]([F:8])[CH:7]=1.Cl. (3) The reactants are: [F-].C([N+](CCCC)(CCCC)CCCC)CCC.[F:19][C:20]1[C:21]([C:31]2[C:40]3[C:35](=[CH:36][CH:37]=[C:38]([C:41]([O:43][CH3:44])=[O:42])[CH:39]=3)[C:34]([F:45])=[CH:33][N:32]=2)=[N:22][CH:23]=[C:24]([F:30])[C:25]=1[Si](C)(C)C.C1COCC1. Given the product [F:19][C:20]1[C:21]([C:31]2[C:40]3[C:35](=[CH:36][CH:37]=[C:38]([C:41]([O:43][CH3:44])=[O:42])[CH:39]=3)[C:34]([F:45])=[CH:33][N:32]=2)=[N:22][CH:23]=[C:24]([F:30])[CH:25]=1, predict the reactants needed to synthesize it. (4) Given the product [NH2:7][C:8]1[N:9]=[C:10]([O:25][CH2:26][CH3:27])[C:11]2[CH:17]=[C:16]([C:18]3[CH:19]=[CH:20][C:21]([F:24])=[CH:22][CH:23]=3)[CH:15]=[N:14][C:12]=2[N:13]=1, predict the reactants needed to synthesize it. The reactants are: C([NH:7][C:8]1[N:9]=[C:10]([O:25][CH2:26][CH3:27])[C:11]2[CH:17]=[C:16]([C:18]3[CH:23]=[CH:22][C:21]([F:24])=[CH:20][CH:19]=3)[CH:15]=[N:14][C:12]=2[N:13]=1)(=O)C(C)(C)C.C([O-])([O-])=O.[K+].[K+]. (5) Given the product [C:15]([O:19][C:20]([N:22]1[CH2:27][CH2:26][CH:25]([N:28]([CH:29]2[CH2:31][CH2:30]2)[C:10](=[O:12])[C:9]2[CH:8]=[CH:7][C:6]([C:5]3[O:1][CH:2]=[N:3][CH:4]=3)=[CH:14][CH:13]=2)[CH:24]([O:32][CH3:33])[CH2:23]1)=[O:21])([CH3:18])([CH3:17])[CH3:16], predict the reactants needed to synthesize it. The reactants are: [O:1]1[C:5]([C:6]2[CH:14]=[CH:13][C:9]([C:10]([OH:12])=O)=[CH:8][CH:7]=2)=[CH:4][N:3]=[CH:2]1.[C:15]([O:19][C:20]([N:22]1[CH2:27][CH2:26][CH:25]([NH:28][CH:29]2[CH2:31][CH2:30]2)[CH:24]([O:32][CH3:33])[CH2:23]1)=[O:21])([CH3:18])([CH3:17])[CH3:16].